From a dataset of Full USPTO retrosynthesis dataset with 1.9M reactions from patents (1976-2016). Predict the reactants needed to synthesize the given product. Given the product [NH2:1][CH2:4][C:5]1[C:6]([F:22])=[C:7]([O:12][C:13]2[CH:14]=[C:15]([CH:18]=[C:19]([Br:21])[CH:20]=2)[C:16]#[N:17])[C:8]([Cl:11])=[CH:9][CH:10]=1, predict the reactants needed to synthesize it. The reactants are: [N:1]([CH2:4][C:5]1[C:6]([F:22])=[C:7]([O:12][C:13]2[CH:14]=[C:15]([CH:18]=[C:19]([Br:21])[CH:20]=2)[C:16]#[N:17])[C:8]([Cl:11])=[CH:9][CH:10]=1)=[N+]=[N-].C1(P(C2C=CC=CC=2)C2C=CC=CC=2)C=CC=CC=1.O.